From a dataset of Catalyst prediction with 721,799 reactions and 888 catalyst types from USPTO. Predict which catalyst facilitates the given reaction. (1) Reactant: C(#N)CC#N.[C:6]([O-:9])([O-])=O.[K+].[K+].Cl[C:13]1[N:18]=[C:17]([N:19]2[CH2:24][CH2:23][CH:22]([C:25]3[C:33]4[C:28](=[N:29][CH:30]=[N:31][CH:32]=4)[NH:27][N:26]=3)[CH2:21][CH2:20]2)[N:16]=[C:15]([O:34][CH2:35][C:36]2([C:39]#[N:40])[CH2:38][CH2:37]2)[N:14]=1.[C:41]12([NH2:46])[CH2:45][CH:43]([CH2:44]1)[CH2:42]2.C1C=C(Cl)C=C(C(OO)=O)C=1. Product: [C:41]12([NH:46][C:6]([C:13]3[N:14]=[C:15]([O:34][CH2:35][C:36]4([C:39]#[N:40])[CH2:38][CH2:37]4)[N:16]=[C:17]([N:19]4[CH2:24][CH2:23][CH:22]([C:25]5[C:33]6[C:28](=[N:29][CH:30]=[N:31][CH:32]=6)[NH:27][N:26]=5)[CH2:21][CH2:20]4)[N:18]=3)=[O:9])[CH2:45][CH:43]([CH2:44]1)[CH2:42]2. The catalyst class is: 144. (2) Reactant: [CH3:1][O:2][C:3]1[CH:8]=[CH:7][CH:6]=[CH:5][C:4]=1[N:9]1[CH2:14][CH2:13][N:12]([CH2:15][CH2:16][CH2:17][CH2:18][N:19]2C(=O)C3C(=CC=CC=3)C2=O)[CH2:11][CH2:10]1. Product: [CH3:1][O:2][C:3]1[CH:8]=[CH:7][CH:6]=[CH:5][C:4]=1[N:9]1[CH2:10][CH2:11][N:12]([CH2:15][CH2:16][CH2:17][CH2:18][NH2:19])[CH2:13][CH2:14]1. The catalyst class is: 412. (3) Reactant: C([O:4][CH2:5][C@H:6]1[CH2:11][C@@H:10]([OH:12])[CH2:9][CH2:8][C@@:7]1([C@H:14]1[CH2:22][CH2:21][C@@:20]2([CH3:23])[C@@H:16]([CH2:17][CH2:18][C@@:19]2([OH:25])[CH3:24])[C@@H:15]1[CH2:26][NH2:27])[CH3:13])(=O)C.C(=O)([O-])[O-].[K+].[K+]. Product: [NH2:27][CH2:26][C@@H:15]1[C@@H:14]([C@@:7]2([CH3:13])[CH2:8][CH2:9][C@H:10]([OH:12])[CH2:11][C@@H:6]2[CH2:5][OH:4])[CH2:22][CH2:21][C@@:20]2([CH3:23])[C@H:16]1[CH2:17][CH2:18][C@:19]2([CH3:24])[OH:25]. The catalyst class is: 5. (4) Reactant: [Cl:1][C:2]1[CH:3]=[CH:4][C:5]([NH:8][C:9]([C:11]2[CH:16]=[C:15]([Cl:17])[CH:14]=[CH:13][C:12]=2[NH:18][C:19]([C:21]2[CH:26]=[CH:25][C:24]([CH2:27]Cl)=[CH:23][CH:22]=2)=[O:20])=[O:10])=[N:6][CH:7]=1. Product: [N:6]1[CH:7]=[CH:2][CH:3]=[CH:4][C:5]=1[CH2:27][C:24]1[CH:23]=[CH:22][C:21]([C:19]([NH:18][C:12]2[CH:13]=[CH:14][C:15]([Cl:17])=[CH:16][C:11]=2[C:9]([NH:8][C:5]2[CH:4]=[CH:3][C:2]([Cl:1])=[CH:7][N:6]=2)=[O:10])=[O:20])=[CH:26][CH:25]=1. The catalyst class is: 17. (5) Reactant: Cl[C:2]1[CH:7]=[CH:6][C:5]([CH2:8][N:9]2[C:13]([CH3:14])=[CH:12][C:11](/[C:15](/[F:28])=[CH:16]/[C:17]3[CH:22]=[CH:21][C:20]([O:23][C:24]([F:27])([F:26])[F:25])=[CH:19][CH:18]=3)=[N:10]2)=[CH:4][N:3]=1.[CH3:29][NH2:30]. Product: [F:28]/[C:15](/[C:11]1[CH:12]=[C:13]([CH3:14])[N:9]([CH2:8][C:5]2[CH:6]=[CH:7][C:2]([NH:30][CH3:29])=[N:3][CH:4]=2)[N:10]=1)=[CH:16]\[C:17]1[CH:22]=[CH:21][C:20]([O:23][C:24]([F:27])([F:26])[F:25])=[CH:19][CH:18]=1. The catalyst class is: 8.